This data is from Reaction yield outcomes from USPTO patents with 853,638 reactions. The task is: Predict the reaction yield, written as a fraction of the theoretical maximum amount of product (1.0 means a 100% yield; for example, 0.34 means a 34% yield). (1) The reactants are BrCC1C=C(C=CC=1)[C:6]#[N:7].C(=O)([O-])[O-].[K+].[K+].Cl[C:18]1[CH:19]=[C:20]([CH:46]=[CH:47][C:48]=1OC)[CH2:21][N:22]1[CH2:27][CH2:26][CH:25]([NH:28][C:29]([N:31]2[CH2:36][CH2:35][C:34](=[CH:37][C:38]3[CH:43]=[C:42]([F:44])[CH:41]=[CH:40][C:39]=3[F:45])[CH2:33][CH2:32]2)=[O:30])[CH2:24][CH2:23]1.O. The catalyst is CN(C=O)C. The product is [C:6]([C:18]1[CH:19]=[C:20]([CH:46]=[CH:47][CH:48]=1)[CH2:21][N:22]1[CH2:23][CH2:24][CH:25]([NH:28][C:29]([N:31]2[CH2:36][CH2:35][C:34](=[CH:37][C:38]3[CH:43]=[C:42]([F:44])[CH:41]=[CH:40][C:39]=3[F:45])[CH2:33][CH2:32]2)=[O:30])[CH2:26][CH2:27]1)#[N:7]. The yield is 0.420. (2) The reactants are CO[C:3]([C:5]1[CH:20]=[C:8]2[N:9]=[C:10]([CH3:19])[CH:11]=[C:12]([C:13]3[CH:18]=[CH:17][CH:16]=[CH:15][CH:14]=3)[N:7]2[N:6]=1)=[O:4].[OH-].[Na+].C1C=CC2N(O)N=NC=2C=1.CCN=C=NCCCN(C)C.C(N(C(C)C)CC)(C)C.[CH3:53][NH:54][CH:55]1[CH2:60][CH2:59][CH2:58][CH2:57][CH2:56]1. The catalyst is C(O)C.C1COCC1. The product is [CH:55]1([N:54]([CH3:53])[C:3]([C:5]2[CH:20]=[C:8]3[N:9]=[C:10]([CH3:19])[CH:11]=[C:12]([C:13]4[CH:18]=[CH:17][CH:16]=[CH:15][CH:14]=4)[N:7]3[N:6]=2)=[O:4])[CH2:60][CH2:59][CH2:58][CH2:57][CH2:56]1. The yield is 0.940. (3) The reactants are [NH:1]1[CH2:6][CH2:5][CH2:4][C@@H:3]([N:7]2[C:11]3[CH:12]=[CH:13][CH:14]=[CH:15][C:10]=3[N:9]=[C:8]2[C@@H:16]([NH:18][C:19]2[N:27]=[CH:26][N:25]=[C:24]3[C:20]=2[N:21]=[CH:22][NH:23]3)[CH3:17])[CH2:2]1.Cl[CH2:29][C:30]([N:32]([CH3:34])[CH3:33])=[O:31].CCN(C(C)C)C(C)C. No catalyst specified. The product is [N:27]1[C:19]([NH:18][C@H:16]([C:8]2[N:7]([C@@H:3]3[CH2:4][CH2:5][CH2:6][N:1]([CH2:29][C:30]([N:32]([CH3:34])[CH3:33])=[O:31])[CH2:2]3)[C:11]3[CH:12]=[CH:13][CH:14]=[CH:15][C:10]=3[N:9]=2)[CH3:17])=[C:20]2[C:24]([NH:23][CH:22]=[N:21]2)=[N:25][CH:26]=1. The yield is 0.0400.